This data is from Full USPTO retrosynthesis dataset with 1.9M reactions from patents (1976-2016). The task is: Predict the reactants needed to synthesize the given product. (1) Given the product [Cl:1][C:2]1[CH:3]=[C:4]([C@H:9]2[CH2:13][CH2:12][N:11]([C@H:14]3[CH2:18][CH2:17][N:16]([C:19]4[CH:20]=[CH:21][C:22]([S:25]([NH:28][C:29]5[S:30][CH:31]=[CH:32][N:33]=5)(=[O:26])=[O:27])=[CH:23][CH:24]=4)[C:15]3=[O:45])[CH2:10]2)[CH:5]=[C:6]([Cl:8])[CH:7]=1, predict the reactants needed to synthesize it. The reactants are: [Cl:1][C:2]1[CH:3]=[C:4]([C@H:9]2[CH2:13][CH2:12][N:11]([C@H:14]3[CH2:18][CH2:17][N:16]([C:19]4[CH:24]=[CH:23][C:22]([S:25]([N:28](S(C5C=CC(OC)=CC=5)(=O)=O)[C:29]5[S:30][CH:31]=[CH:32][N:33]=5)(=[O:27])=[O:26])=[CH:21][CH:20]=4)[C:15]3=[O:45])[CH2:10]2)[CH:5]=[C:6]([Cl:8])[CH:7]=1.N1CCOCC1. (2) Given the product [C:15]([C:13]1[S:14][C:8]2[C:7]([OH:19])=[C:6]([C:4]([NH:20][CH2:21][C:22]([OH:24])=[O:23])=[O:5])[N:11]=[CH:10][C:9]=2[N:12]=1)([CH3:16])([CH3:17])[CH3:18], predict the reactants needed to synthesize it. The reactants are: C(O[C:4]([C:6]1[N:11]=[CH:10][C:9]2[N:12]=[C:13]([C:15]([CH3:18])([CH3:17])[CH3:16])[S:14][C:8]=2[C:7]=1[OH:19])=[O:5])C.[NH2:20][CH2:21][C:22]([OH:24])=[O:23].